Regression. Given two drug SMILES strings and cell line genomic features, predict the synergy score measuring deviation from expected non-interaction effect. From a dataset of NCI-60 drug combinations with 297,098 pairs across 59 cell lines. (1) Drug 1: C1=C(C(=O)NC(=O)N1)N(CCCl)CCCl. Drug 2: CC=C1C(=O)NC(C(=O)OC2CC(=O)NC(C(=O)NC(CSSCCC=C2)C(=O)N1)C(C)C)C(C)C. Cell line: A498. Synergy scores: CSS=49.8, Synergy_ZIP=-6.40, Synergy_Bliss=1.02, Synergy_Loewe=-17.3, Synergy_HSA=3.48. (2) Drug 1: CCCCCOC(=O)NC1=NC(=O)N(C=C1F)C2C(C(C(O2)C)O)O. Drug 2: C(CCl)NC(=O)N(CCCl)N=O. Cell line: HS 578T. Synergy scores: CSS=12.9, Synergy_ZIP=-4.08, Synergy_Bliss=-1.58, Synergy_Loewe=-10.6, Synergy_HSA=-3.53. (3) Drug 1: C1=CC(=CC=C1CCCC(=O)O)N(CCCl)CCCl. Drug 2: C1=NC2=C(N=C(N=C2N1C3C(C(C(O3)CO)O)O)F)N. Cell line: SK-MEL-5. Synergy scores: CSS=28.8, Synergy_ZIP=-9.89, Synergy_Bliss=-4.24, Synergy_Loewe=-2.91, Synergy_HSA=-2.19. (4) Drug 1: CC(C)(C#N)C1=CC=C(C=C1)N2C3=C4C=C(C=CC4=NC=C3N(C2=O)C)C5=CC6=CC=CC=C6N=C5. Drug 2: CCC1=C2CN3C(=CC4=C(C3=O)COC(=O)C4(CC)O)C2=NC5=C1C=C(C=C5)O. Cell line: NCI-H460. Synergy scores: CSS=70.7, Synergy_ZIP=8.17, Synergy_Bliss=6.94, Synergy_Loewe=12.2, Synergy_HSA=14.1.